From a dataset of Full USPTO retrosynthesis dataset with 1.9M reactions from patents (1976-2016). Predict the reactants needed to synthesize the given product. (1) Given the product [Cl:30][C:31]([Cl:36])([Cl:35])[C:32]([C:27]1[N:26]2[C:21]([CH2:20][N:8]([C:6]([O:5][C:1]([CH3:4])([CH3:2])[CH3:3])=[O:7])[CH2:9][CH2:10][CH2:11][CH2:12][NH:13][C:14](=[O:19])[C:15]([F:18])([F:17])[F:16])=[CH:22][CH:23]=[CH:24][C:25]2=[N:29][CH:28]=1)=[O:33], predict the reactants needed to synthesize it. The reactants are: [C:1]([O:5][C:6]([N:8]([CH2:20][C:21]1[N:26]2[CH:27]=[CH:28][N:29]=[C:25]2[CH:24]=[CH:23][CH:22]=1)[CH2:9][CH2:10][CH2:11][CH2:12][NH:13][C:14](=[O:19])[C:15]([F:18])([F:17])[F:16])=[O:7])([CH3:4])([CH3:3])[CH3:2].[Cl:30][C:31]([Cl:36])([Cl:35])[C:32](Cl)=[O:33]. (2) Given the product [CH3:14][C:12]1[N:13]=[C:9]([NH:8][C:5]2[C:4]([O:15][C:16]3[CH:21]=[CH:20][CH:19]=[CH:18][CH:17]=3)=[CH:3][C:2]([CH:32]=[O:33])=[CH:7][N:6]=2)[S:10][CH:11]=1, predict the reactants needed to synthesize it. The reactants are: Br[C:2]1[CH:3]=[C:4]([O:15][C:16]2[CH:21]=[CH:20][CH:19]=[CH:18][CH:17]=2)[C:5]([NH:8][C:9]2[S:10][CH:11]=[C:12]([CH3:14])[N:13]=2)=[N:6][CH:7]=1.[Li]C.C([Li])CCC.CN([CH:32]=[O:33])C.C(=O)(O)[O-].[Na+]. (3) Given the product [BrH:12].[Br:12][CH2:8][C:5]1[CH:4]=[CH:3][C:2]([CH3:1])=[N:7][CH:6]=1, predict the reactants needed to synthesize it. The reactants are: [CH3:1][C:2]1[N:7]=[CH:6][C:5]([CH2:8]O)=[CH:4][CH:3]=1.S(Br)([Br:12])=O. (4) Given the product [C:11]([O:10][CH:5]1[CH:6]2[CH2:9][CH:1]3[CH2:8][CH:7]2[CH:3]([CH2:2]3)[O:4]1)(=[O:13])[CH3:12], predict the reactants needed to synthesize it. The reactants are: [CH:1]12[CH2:9][CH:6]3[CH:7]([CH2:8]1)[CH:3]([O:4][CH:5]3[OH:10])[CH2:2]2.[C:11](OC(=O)C)(=[O:13])[CH3:12]. (5) Given the product [CH2:16]([N:6]1[C:2](=[O:1])[CH2:3][CH2:4][C@H:5]1[C:7]([O:9][C:10]([CH3:13])([CH3:12])[CH3:11])=[O:8])[CH3:17], predict the reactants needed to synthesize it. The reactants are: [O:1]=[C:2]1[NH:6][C@H:5]([C:7]([O:9][C:10]([CH3:13])([CH3:12])[CH3:11])=[O:8])[CH2:4][CH2:3]1.[H-].[Na+].[CH2:16](I)[CH3:17].O. (6) Given the product [O:54]1[C:55]2[CH:61]=[CH:60][CH:59]=[CH:58][C:56]=2[N:57]=[C:53]1[NH:31][C@@H:32]1[CH2:36][CH2:35][CH2:34][C@@H:33]1[NH:37][C:38](=[O:51])[C:39]1[C:44]([O:45][CH2:46][CH3:47])=[CH:43][CH:42]=[CH:41][C:40]=1[O:48][CH2:49][CH3:50], predict the reactants needed to synthesize it. The reactants are: COC1C=CC=C(OC)C=1C(N[C@H]1CCC[C@H]1NC1C=NC2C(=CC=CC=2)N=1)=O.Cl.[NH2:31][C@@H:32]1[CH2:36][CH2:35][CH2:34][C@@H:33]1[NH:37][C:38](=[O:51])[C:39]1[C:44]([O:45][CH2:46][CH3:47])=[CH:43][CH:42]=[CH:41][C:40]=1[O:48][CH2:49][CH3:50].Cl[C:53]1[O:54][C:55]2[CH:61]=[CH:60][CH:59]=[CH:58][C:56]=2[N:57]=1.